From a dataset of Reaction yield outcomes from USPTO patents with 853,638 reactions. Predict the reaction yield, written as a fraction of the theoretical maximum amount of product (1.0 means a 100% yield; for example, 0.34 means a 34% yield). (1) The reactants are [OH:1][C:2]1[CH:7]=[CH:6][C:5]([N:8]2[C:12](=[O:13])[CH2:11][C@H:10]([C:14]([OH:16])=[O:15])[CH2:9]2)=[CH:4][CH:3]=1.S(=O)(=O)(O)O.[CH3:22]OC(OC)(C)C.O. The catalyst is CO. The product is [CH3:22][O:15][C:14]([C@H:10]1[CH2:11][C:12](=[O:13])[N:8]([C:5]2[CH:4]=[CH:3][C:2]([OH:1])=[CH:7][CH:6]=2)[CH2:9]1)=[O:16]. The yield is 0.860. (2) The reactants are Cl[C:2]1[CH:3]=[CH:4][C:5]2[O:14][CH2:13][CH2:12][C:11]3[CH:10]=[C:9]([C:15]4[N:16]([C:20]5[CH:25]=[CH:24][C:23]([F:26])=[CH:22][C:21]=5[F:27])[N:17]=[CH:18][N:19]=4)[S:8][C:7]=3[C:6]=2[N:28]=1.[CH3:29][O:30][CH2:31][CH2:32][NH2:33].CC(C1C=C(C(C)C)C(C2C=CC=CC=2P(C2CCCCC2)C2CCCCC2)=C(C(C)C)C=1)C.CC(C)([O-])C. The catalyst is O1CCOCC1.CC([O-])=O.CC([O-])=O.[Pd+2]. The product is [F:27][C:21]1[CH:22]=[C:23]([F:26])[CH:24]=[CH:25][C:20]=1[N:16]1[C:15]([C:9]2[S:8][C:7]3[C:6]4[N:28]=[C:2]([NH:33][CH2:32][CH2:31][O:30][CH3:29])[CH:3]=[CH:4][C:5]=4[O:14][CH2:13][CH2:12][C:11]=3[CH:10]=2)=[N:19][CH:18]=[N:17]1. The yield is 0.340.